From a dataset of Full USPTO retrosynthesis dataset with 1.9M reactions from patents (1976-2016). Predict the reactants needed to synthesize the given product. (1) Given the product [CH:35]([OH:53])=[O:34].[C:42]([C:40]1[CH:41]=[C:37]([NH:36][C:35]([NH:30][C@@H:23]2[C:24]3[C:29](=[CH:28][CH:27]=[CH:26][CH:25]=3)[C@H:20]([O:19][C:16]3[CH:17]=[CH:18][C:13]4[N:14]([C:10]([CH2:9][CH2:8][N:5]5[CH2:4][CH2:3][N:2]([CH3:1])[CH2:7][CH2:6]5)=[N:11][N:12]=4)[CH:15]=3)[CH2:21][CH2:22]2)=[O:34])[N:38]([C:46]2[CH:51]=[CH:50][C:49]([CH3:52])=[CH:48][CH:47]=2)[N:39]=1)([CH3:45])([CH3:43])[CH3:44], predict the reactants needed to synthesize it. The reactants are: [CH3:1][N:2]1[CH2:7][CH2:6][N:5]([CH2:8][CH2:9][C:10]2[N:14]3[CH:15]=[C:16]([O:19][C@H:20]4[C:29]5[C:24](=[CH:25][CH:26]=[CH:27][CH:28]=5)[C@@H:23]([NH2:30])[CH2:22][CH2:21]4)[CH:17]=[CH:18][C:13]3=[N:12][N:11]=2)[CH2:4][CH2:3]1.ClC(Cl)(Cl)C[O:34][C:35](=[O:53])[NH:36][C:37]1[N:38]([C:46]2[CH:51]=[CH:50][C:49]([CH3:52])=[CH:48][CH:47]=2)[N:39]=[C:40]([C:42]([CH3:45])([CH3:44])[CH3:43])[CH:41]=1.CCN(C(C)C)C(C)C.C(O)=O. (2) Given the product [O:1]1[CH:5]=[CH:4][CH:3]=[C:2]1[C:10]1[CH:11]=[C:12]([CH:18]=[CH:19][CH:20]=1)[CH2:13][NH:14][C:15](=[O:16])[OH:17], predict the reactants needed to synthesize it. The reactants are: [O:1]1[CH:5]=[CH:4][CH:3]=[C:2]1B(O)O.Br[C:10]1[CH:11]=[C:12]([CH:18]=[CH:19][CH:20]=1)[CH2:13][NH:14][C:15](=[O:17])[OH:16]. (3) Given the product [CH3:21][N:20]([CH3:22])[C:17]1[S:18][CH:19]=[C:15]([C:13]2[CH:2]=[C:1]([OH:3])[C:4]3[C:5](=[CH:6][C:7]([O:10][CH3:11])=[CH:8][CH:9]=3)[N:12]=2)[N:16]=1, predict the reactants needed to synthesize it. The reactants are: [C:1]([C:4]1[CH:9]=[CH:8][C:7]([O:10][CH3:11])=[CH:6][C:5]=1[NH:12][C:13]([C:15]1[N:16]=[C:17]([N:20]([CH3:22])[CH3:21])[S:18][CH:19]=1)=O)(=[O:3])[CH3:2].[OH-].[K+]. (4) Given the product [C:1]([C:5]1[CH:6]=[C:7]([NH:11][C:12]([C:13]2[CH:18]=[CH:17][C:16]([N:19]3[CH2:24][CH2:23][N:22]([C:27]4[CH:28]=[C:29]([CH:33]=[CH:34][CH:35]=4)[C:30]([OH:32])=[O:31])[CH2:21][CH2:20]3)=[N:15][CH:14]=2)=[O:25])[CH:8]=[CH:9][CH:10]=1)([CH3:4])([CH3:2])[CH3:3], predict the reactants needed to synthesize it. The reactants are: [C:1]([C:5]1[CH:6]=[C:7]([NH:11][C:12](=[O:25])[C:13]2[CH:18]=[CH:17][C:16]([N:19]3[CH2:24][CH2:23][NH:22][CH2:21][CH2:20]3)=[N:15][CH:14]=2)[CH:8]=[CH:9][CH:10]=1)([CH3:4])([CH3:3])[CH3:2].Br[C:27]1[CH:28]=[C:29]([CH:33]=[CH:34][CH:35]=1)[C:30]([OH:32])=[O:31].C(C1C=C(NC(C2C=CC(N3CCN(C4C=CC(C(O)=O)=CC=4)CC3)=C(F)C=2)=O)C=CC=1)(C)(C)C.